Dataset: Forward reaction prediction with 1.9M reactions from USPTO patents (1976-2016). Task: Predict the product of the given reaction. (1) Given the reactants [CH:1]1([CH2:7][N:8]2[CH2:12][CH2:11][CH2:10][C@H:9]2[CH2:13][NH2:14])[CH2:6][CH2:5][CH2:4][CH2:3][CH2:2]1.[CH:15]1[C:24]2[C:19](=[CH:20][CH:21]=[CH:22][CH:23]=2)[CH:18]=[CH:17][C:16]=1[CH:25]=O.[Na], predict the reaction product. The product is: [CH:1]1([CH2:7][N:8]2[CH2:12][CH2:11][CH2:10][C@H:9]2[CH2:13][NH:14][CH2:25][C:16]2[CH:17]=[CH:18][C:19]3[C:24](=[CH:23][CH:22]=[CH:21][CH:20]=3)[CH:15]=2)[CH2:2][CH2:3][CH2:4][CH2:5][CH2:6]1. (2) The product is: [Cl:1][C:2]1[CH:6]=[CH:5][S:4][C:3]=1[C:7]1[O:18][C:11]([C:12]2[CH:13]=[N:14][CH:15]=[CH:16][CH:17]=2)=[N:10][N:9]=1. Given the reactants [Cl:1][C:2]1[CH:6]=[CH:5][S:4][C:3]=1[C:7]([NH:9][NH:10][C:11](=[O:18])[C:12]1[CH:17]=[CH:16][CH:15]=[N:14][CH:13]=1)=O.Cl.C(Cl)(=O)C1C=CC=NC=1, predict the reaction product. (3) Given the reactants Cl.[CH3:2][NH2:3].C([O-])(=O)C.[K+].[Cl:9][C:10]1[CH:15]=[CH:14][C:13]([S:16]([CH2:19][CH2:20][C:21](Cl)=[O:22])(=[O:18])=[O:17])=[CH:12][CH:11]=1, predict the reaction product. The product is: [Cl:9][C:10]1[CH:15]=[CH:14][C:13]([S:16]([CH2:19][CH2:20][C:21]([NH:3][CH3:2])=[O:22])(=[O:18])=[O:17])=[CH:12][CH:11]=1. (4) Given the reactants Cl[CH2:2][C:3]([NH:5][C:6]1[CH:11]=[CH:10][C:9]([N:12]2[C:16]([CH:17]3[CH2:19][CH2:18]3)=[CH:15][C:14]([C:20]([F:23])([F:22])[F:21])=[N:13]2)=[CH:8][CH:7]=1)=[O:4].[NH:24]1[C:28]2[CH:29]=[CH:30][CH:31]=[CH:32][C:27]=2[N:26]=[N:25]1.[H-].[Na+].O, predict the reaction product. The product is: [N:24]1[N:25]([CH2:2][C:3]([NH:5][C:6]2[CH:11]=[CH:10][C:9]([N:12]3[C:16]([CH:17]4[CH2:19][CH2:18]4)=[CH:15][C:14]([C:20]([F:23])([F:22])[F:21])=[N:13]3)=[CH:8][CH:7]=2)=[O:4])[N:26]=[C:27]2[CH:32]=[CH:31][CH:30]=[CH:29][C:28]=12. (5) Given the reactants [H-].[Na+].[Cl:3][C:4]1[CH:9]=[C:8]([F:10])[CH:7]=[CH:6][C:5]=1[NH:11][C:12]1[CH2:17][CH2:16][N:15]([N:18]2[CH2:23][CH2:22][CH2:21][CH2:20][CH2:19]2)[C:14](=[O:24])[CH:13]=1.Br[CH:26]([CH3:43])[C:27]([C:29]1[CH:34]=[CH:33][C:32]([O:35][Si:36]([C:39]([CH3:42])([CH3:41])[CH3:40])([CH3:38])[CH3:37])=[CH:31][CH:30]=1)=[O:28], predict the reaction product. The product is: [Si:36]([O:35][C:32]1[CH:31]=[CH:30][C:29]([C:27](=[O:28])[CH:26]([C:13]2[C:14](=[O:24])[N:15]([N:18]3[CH2:23][CH2:22][CH2:21][CH2:20][CH2:19]3)[CH2:16][CH2:17][C:12]=2[NH:11][C:5]2[CH:6]=[CH:7][C:8]([F:10])=[CH:9][C:4]=2[Cl:3])[CH3:43])=[CH:34][CH:33]=1)([C:39]([CH3:42])([CH3:41])[CH3:40])([CH3:38])[CH3:37]. (6) The product is: [CH2:1]([C:4]1([N:14]2[CH:27]=[CH:26][CH:25]=[N:15]2)[CH2:13][C:8]2([CH2:12][CH2:11][CH2:10][CH2:9]2)[O:7][CH2:6][CH2:5]1)[CH:2]=[CH2:3]. Given the reactants [CH2:1]([C:4]1([NH:14][NH2:15])[CH2:13][C:8]2([CH2:12][CH2:11][CH2:10][CH2:9]2)[O:7][CH2:6][CH2:5]1)[CH:2]=[CH2:3].CCN(CC)CC.CN(C)[CH:25]=[CH:26][CH:27]=O, predict the reaction product. (7) Given the reactants [Cl:1][C:2]1[CH:7]=[CH:6][CH:5]=[C:4]([Cl:8])[C:3]=1[CH2:9][S:10]([C:13]1[CH:14]=[C:15]2[C:19](=[CH:20][CH:21]=1)[NH:18][C:17](=[O:22])/[C:16]/2=[CH:23]\[C:24]1[NH:28][C:27]([CH3:29])=[C:26]([C:30]([OH:32])=O)[C:25]=1[CH3:33])(=[O:12])=[O:11].[CH:34]1[CH:35]=CC2N(O)N=[N:40][C:38]=2[CH:39]=1.CCN=C=N[CH2:49][CH2:50][CH2:51][N:52]([CH3:54])[CH3:53].CN(C=[O:59])C, predict the reaction product. The product is: [Cl:1][C:2]1[CH:7]=[CH:6][CH:5]=[C:4]([Cl:8])[C:3]=1[CH2:9][S:10]([C:13]1[CH:14]=[C:15]2[C:19](=[CH:20][CH:21]=1)[NH:18][C:17](=[O:22])/[C:16]/2=[CH:23]\[C:24]1[NH:28][C:27]([CH3:29])=[C:26]([C:30]([N:40]2[CH2:35][CH2:34][CH2:39][C@@H:38]2[CH2:54][N:52]2[CH2:51][CH2:50][C@@H:49]([OH:59])[CH2:53]2)=[O:32])[C:25]=1[CH3:33])(=[O:11])=[O:12]. (8) The product is: [CH3:1][C:2]1[C:6]([CH2:7][N:8]2[CH2:12][CH:11]([C:13]3[CH:18]=[C:17]([F:19])[CH:16]=[C:15]([F:20])[C:14]=3[F:21])[CH2:10][C:9]2=[O:22])=[C:5]([CH3:23])[NH:4][N:3]=1. Given the reactants [CH3:1][C:2]1[C:6]([CH2:7][N:8]2[CH2:12][CH:11]([C:13]3[CH:18]=[C:17]([F:19])[CH:16]=[C:15]([F:20])[C:14]=3[F:21])[CH2:10][C:9]2=[O:22])=[C:5]([CH3:23])[N:4](S(C2C=CC(C)=CC=2)(=O)=O)[N:3]=1.[F-].C([N+](CCCC)(CCCC)CCCC)CCC, predict the reaction product. (9) Given the reactants [OH:1][CH:2]([CH2:29][OH:30])[CH2:3][NH:4][C:5]1[CH:12]=[C:11]([N:13]2[C:21]3[CH2:20][C:19]([CH3:23])([CH3:22])[CH2:18][C:17](=[O:24])[C:16]=3[C:15]([C:25]([F:28])([F:27])[F:26])=[N:14]2)[CH:10]=[CH:9][C:6]=1[C:7]#[N:8].[OH-:31].[Na+].OO, predict the reaction product. The product is: [OH:1][CH:2]([CH2:29][OH:30])[CH2:3][NH:4][C:5]1[CH:12]=[C:11]([N:13]2[C:21]3[CH2:20][C:19]([CH3:22])([CH3:23])[CH2:18][C:17](=[O:24])[C:16]=3[C:15]([C:25]([F:27])([F:28])[F:26])=[N:14]2)[CH:10]=[CH:9][C:6]=1[C:7]([NH2:8])=[O:31].